From a dataset of Forward reaction prediction with 1.9M reactions from USPTO patents (1976-2016). Predict the product of the given reaction. Given the reactants [C:1]1([SH:7])[CH:6]=[CH:5][CH:4]=[CH:3][CH:2]=1.C(N(CC)CC)C.[C:15]([OH:19])(=[O:18])[CH:16]=[CH2:17].Cl, predict the reaction product. The product is: [C:1]1([S:7][CH2:17][CH2:16][C:15]([OH:19])=[O:18])[CH:6]=[CH:5][CH:4]=[CH:3][CH:2]=1.